From a dataset of CYP2D6 inhibition data for predicting drug metabolism from PubChem BioAssay. Regression/Classification. Given a drug SMILES string, predict its absorption, distribution, metabolism, or excretion properties. Task type varies by dataset: regression for continuous measurements (e.g., permeability, clearance, half-life) or binary classification for categorical outcomes (e.g., BBB penetration, CYP inhibition). Dataset: cyp2d6_veith. (1) The compound is O=C1C=C[C@@H](O)[C@@H]2[C@@H]1CC[C@H]1C(=O)N(Cc3ccccc3)C(=O)[C@H]12. The result is 0 (non-inhibitor). (2) The drug is c1ccc(CCCCN2CCC(c3ccccc3)CC2)cc1. The result is 1 (inhibitor). (3) The compound is CCOC(=O)c1nn(-c2ccccc2)c(-c2ccccc2)c1C(=O)c1ccccc1. The result is 0 (non-inhibitor). (4) The compound is COc1ccc(NC(=O)N2CCC3(CC2)CCN(C(=O)c2cccc(F)c2)CC3)cc1. The result is 0 (non-inhibitor). (5) The compound is CCCn1nc2cc(C(=O)NCCc3ccc(C)cc3)ccc2c1OCC. The result is 1 (inhibitor).